This data is from Catalyst prediction with 721,799 reactions and 888 catalyst types from USPTO. The task is: Predict which catalyst facilitates the given reaction. (1) Reactant: [Cl:1][C:2]1[C:10]2[C:9](=[O:11])[NH:8][N:7]=[CH:6][C:5]=2[N:4](COCC[Si](C)(C)C)[C:3]=1[C:20]1[CH:25]=[CH:24][C:23]([O:26][CH:27]([F:29])[F:28])=[C:22]([O:30][CH:31]2[CH2:33][CH2:32]2)[CH:21]=1.Cl. Product: [Cl:1][C:2]1[C:10]2[C:9](=[O:11])[NH:8][N:7]=[CH:6][C:5]=2[NH:4][C:3]=1[C:20]1[CH:25]=[CH:24][C:23]([O:26][CH:27]([F:29])[F:28])=[C:22]([O:30][CH:31]2[CH2:32][CH2:33]2)[CH:21]=1. The catalyst class is: 12. (2) Reactant: [CH2:1]([C:3]([C:21]1[CH:34]=[CH:33][C:24]([O:25][CH2:26][C@@H:27]2[O:31][C:30](=[O:32])[CH2:29][CH2:28]2)=[C:23]([CH3:35])[CH:22]=1)([C:6]1[CH:11]=[CH:10][C:9]([CH2:12][CH2:13][CH:14]([OH:19])[C:15]2([CH3:18])[CH2:17][CH2:16]2)=[C:8]([CH3:20])[CH:7]=1)[CH2:4][CH3:5])[CH3:2].C[OH:37]. Product: [CH2:1]([C:3]([C:21]1[CH:34]=[CH:33][C:24]([O:25][CH2:26][C@H:27]([OH:37])[CH2:28][CH2:29][C:30]([OH:31])=[O:32])=[C:23]([CH3:35])[CH:22]=1)([C:6]1[CH:11]=[CH:10][C:9]([CH2:12][CH2:13][CH:14]([OH:19])[C:15]2([CH3:18])[CH2:16][CH2:17]2)=[C:8]([CH3:20])[CH:7]=1)[CH2:4][CH3:5])[CH3:2]. The catalyst class is: 1. (3) Reactant: [OH:1][CH2:2][C@@H:3]1[C@@H:7]([O:8][Si](C(C)C)(C(C)C)C(C)C)[CH2:6][C@H:5]([NH:19][C:20]2[C:25]([C:26]([C:28]3[S:29][CH:30]=[C:31]([CH2:33][CH2:34][C:35]4[CH:40]=[CH:39][CH:38]=[CH:37][C:36]=4[O:41][CH3:42])[CH:32]=3)=[O:27])=[CH:24][N:23]=[CH:22][N:21]=2)[CH2:4]1.C(N(CC)CC)C.Cl[S:51]([NH2:54])(=[O:53])=[O:52].Cl. Product: [S:51](=[O:53])(=[O:52])([O:1][CH2:2][C@H:3]1[CH2:4][C@@H:5]([NH:19][C:20]2[C:25]([C:26]([C:28]3[S:29][CH:30]=[C:31]([CH2:33][CH2:34][C:35]4[CH:40]=[CH:39][CH:38]=[CH:37][C:36]=4[O:41][CH3:42])[CH:32]=3)=[O:27])=[CH:24][N:23]=[CH:22][N:21]=2)[CH2:6][C@@H:7]1[OH:8])[NH2:54]. The catalyst class is: 3. (4) Reactant: Cl[C:2]1[N:7]=[C:6]([NH:8][C:9]2[CH:14]=[CH:13][CH:12]=[CH:11][C:10]=2[S:15]([N:18]2[CH2:22][CH2:21][CH2:20][CH2:19]2)(=[O:17])=[O:16])[C:5]([Cl:23])=[CH:4][N:3]=1.[CH3:24][N:25]1[CH2:30][CH2:29][N:28]([CH2:31][C:32]2[CH:38]=[CH:37][C:35]([NH2:36])=[CH:34][CH:33]=2)[CH2:27][CH2:26]1. Product: [Cl:23][C:5]1[C:6]([NH:8][C:9]2[CH:14]=[CH:13][CH:12]=[CH:11][C:10]=2[S:15]([N:18]2[CH2:22][CH2:21][CH2:20][CH2:19]2)(=[O:17])=[O:16])=[N:7][C:2]([NH:36][C:35]2[CH:34]=[CH:33][C:32]([CH2:31][N:28]3[CH2:27][CH2:26][N:25]([CH3:24])[CH2:30][CH2:29]3)=[CH:38][CH:37]=2)=[N:3][CH:4]=1. The catalyst class is: 61.